This data is from Peptide-MHC class II binding affinity with 134,281 pairs from IEDB. The task is: Regression. Given a peptide amino acid sequence and an MHC pseudo amino acid sequence, predict their binding affinity value. This is MHC class II binding data. (1) The peptide sequence is VEDNLVKLKNVLNVY. The MHC is HLA-DQA10301-DQB10302 with pseudo-sequence HLA-DQA10301-DQB10302. The binding affinity (normalized) is 0.226. (2) The peptide sequence is SAFQGLFGGLNWITK. The MHC is HLA-DQA10501-DQB10303 with pseudo-sequence HLA-DQA10501-DQB10303. The binding affinity (normalized) is 0.419.